This data is from Forward reaction prediction with 1.9M reactions from USPTO patents (1976-2016). The task is: Predict the product of the given reaction. (1) Given the reactants [I:1][C:2]1[CH:10]=[C:9]2[C:5]([CH:6]=[N:7][NH:8]2)=[CH:4][CH:3]=1.CC(C)([O-])C.[Na+].[C:17]1([CH3:29])[CH:22]=[C:21]([CH3:23])[CH:20]=[C:19]([CH3:24])[C:18]=1[S:25](Cl)(=[O:27])=[O:26], predict the reaction product. The product is: [I:1][C:2]1[CH:10]=[C:9]2[C:5]([CH:6]=[N:7][N:8]2[S:25]([C:18]2[C:19]([CH3:24])=[CH:20][C:21]([CH3:23])=[CH:22][C:17]=2[CH3:29])(=[O:27])=[O:26])=[CH:4][CH:3]=1. (2) Given the reactants [NH2:1][CH2:2][C@@H:3]1[CH2:7][C@H:6]([O:8][C:9]2[C:18]3[C:13](=[CH:14][CH:15]=[C:16]([O:19][CH3:20])[CH:17]=3)[N:12]=[CH:11][N:10]=2)[CH2:5][N:4]1[CH2:21][C@H:22]1[O:26][C:25](=[O:27])[N:24]([C:28]2[CH:29]=[CH:30][C:31]3[S:36][CH2:35][C:34](=[O:37])[NH:33][C:32]=3[CH:38]=2)[CH2:23]1.[CH3:39][C:40](O)=[O:41].CCN(C(C)C)C(C)C.C1C=CC2N(O)N=NC=2C=1.C(Cl)CCl, predict the reaction product. The product is: [CH3:20][O:19][C:16]1[CH:17]=[C:18]2[C:13](=[CH:14][CH:15]=1)[N:12]=[CH:11][N:10]=[C:9]2[O:8][C@@H:6]1[CH2:5][N:4]([CH2:21][C@H:22]2[O:26][C:25](=[O:27])[N:24]([C:28]3[CH:29]=[CH:30][C:31]4[S:36][CH2:35][C:34](=[O:37])[NH:33][C:32]=4[CH:38]=3)[CH2:23]2)[C@H:3]([CH2:2][NH:1][C:40](=[O:41])[CH3:39])[CH2:7]1. (3) Given the reactants [CH:1]([NH:4][C:5]([C@@H:7]1[C@H:11]([CH2:12][C:13]2[CH:18]=[CH:17][CH:16]=[CH:15][CH:14]=2)[CH2:10][N:9]([CH2:19][C:20]2[CH:25]=[CH:24][CH:23]=[CH:22][CH:21]=2)[CH2:8]1)=O)([CH3:3])[CH3:2], predict the reaction product. The product is: [CH2:19]([N:9]1[CH2:10][C@@H:11]([CH2:12][C:13]2[CH:14]=[CH:15][CH:16]=[CH:17][CH:18]=2)[C@@H:7]([CH2:5][NH:4][CH:1]([CH3:3])[CH3:2])[CH2:8]1)[C:20]1[CH:21]=[CH:22][CH:23]=[CH:24][CH:25]=1. (4) The product is: [C:3]([Cl:21])(=[O:4])[CH2:8][CH2:7][C:10]1[CH:11]=[CH:12][CH:13]=[CH:17][CH:18]=1. Given the reactants NC(C)(C)[CH2:3][OH:4].[C:7]([C:10]1[CH:18]=[CH:17][C:13](C(O)=O)=[CH:12][CH:11]=1)(=O)[CH3:8].C(Cl)C[Cl:21].C1C=CC2N(O)N=NC=2C=1.CCN(C(C)C)C(C)C, predict the reaction product.